Dataset: Reaction yield outcomes from USPTO patents with 853,638 reactions. Task: Predict the reaction yield, written as a fraction of the theoretical maximum amount of product (1.0 means a 100% yield; for example, 0.34 means a 34% yield). (1) The reactants are [NH:1]1[CH2:6][CH2:5][O:4][CH2:3][C@H:2]1[CH2:7][OH:8].[Cl:9][CH2:10][CH:11]1[CH2:13]O1. No catalyst specified. The product is [Cl:9][CH2:10][CH:11]1[O:8][CH2:7][CH:2]2[CH2:3][O:4][CH2:5][CH2:6][N:1]2[CH2:13]1. The yield is 0.350. (2) The reactants are C1C(=O)N([Br:8])C(=O)C1.CNC(=O)[O-].[CH3:14][O:15][C:16]1[CH:17]=[CH:18][C:19]2[CH:20]([CH3:28])[CH:21]3[CH2:25][NH:24][CH2:23][CH:22]3[C:26]=2[CH:27]=1. The catalyst is CC#N.O.CCOC(C)=O. The product is [CH3:14][O:15][C:16]1[C:17]([Br:8])=[CH:18][C:19]2[CH:20]([CH3:28])[CH:21]3[CH2:25][NH:24][CH2:23][CH:22]3[C:26]=2[CH:27]=1. The yield is 0.940. (3) The reactants are [C:1]1([S:7]([N:10]2[C:14]3=[N:15][CH:16]=[C:17]([N+:30]([O-])=O)[C:18]([NH:19][C@H:20]4[CH2:25][CH2:24][C@H:23]([S:26]([CH3:29])(=[O:28])=[O:27])[CH2:22][CH2:21]4)=[C:13]3[CH:12]=[CH:11]2)(=[O:9])=[O:8])[CH:6]=[CH:5][CH:4]=[CH:3][CH:2]=1.C(O)C.[Cl-].[NH4+]. The catalyst is [Fe].O. The product is [C:1]1([S:7]([N:10]2[C:14]3=[N:15][CH:16]=[C:17]([NH2:30])[C:18]([NH:19][C@H:20]4[CH2:21][CH2:22][C@H:23]([S:26]([CH3:29])(=[O:28])=[O:27])[CH2:24][CH2:25]4)=[C:13]3[CH:12]=[CH:11]2)(=[O:8])=[O:9])[CH:6]=[CH:5][CH:4]=[CH:3][CH:2]=1. The yield is 0.920. (4) The reactants are [C:1]([CH2:4][N:5]1[CH2:10][CH2:9][N:8](C(OCC2C=CC=CC=2)=O)[CH2:7][CH2:6]1)(=[O:3])[CH3:2]. The catalyst is [Pd].C(O)C. The product is [C:1]([CH2:4][N:5]1[CH2:10][CH2:9][NH:8][CH2:7][CH2:6]1)(=[O:3])[CH3:2]. The yield is 0.800.